Predict the reactants needed to synthesize the given product. From a dataset of Full USPTO retrosynthesis dataset with 1.9M reactions from patents (1976-2016). Given the product [O:1]1[C:5]2[CH:6]=[CH:7][CH:8]=[CH:9][C:4]=2[CH:3]=[C:2]1[C:14]1[CH:15]=[C:16]([NH:20][C:21](=[O:38])[CH2:22][O:23][CH2:24][C:25]([NH:27][C:28]2[CH:36]=[CH:35][C:34]([Cl:37])=[CH:33][C:29]=2[C:30]([OH:32])=[O:31])=[O:26])[CH:17]=[CH:18][CH:19]=1, predict the reactants needed to synthesize it. The reactants are: [O:1]1[C:5]2[CH:6]=[CH:7][CH:8]=[CH:9][C:4]=2[CH:3]=[C:2]1B(O)O.Br[C:14]1[CH:15]=[C:16]([NH:20][C:21](=[O:38])[CH2:22][O:23][CH2:24][C:25]([NH:27][C:28]2[CH:36]=[CH:35][C:34]([Cl:37])=[CH:33][C:29]=2[C:30]([OH:32])=[O:31])=[O:26])[CH:17]=[CH:18][CH:19]=1.